The task is: Predict the reactants needed to synthesize the given product.. This data is from Full USPTO retrosynthesis dataset with 1.9M reactions from patents (1976-2016). (1) Given the product [C:1]1([CH2:7][CH2:8][CH2:9][CH2:10][O:11][CH2:12][CH2:13][CH:14]([OH:15])[CH2:19][CH2:18][CH:17]=[CH2:16])[CH:6]=[CH:5][CH:4]=[CH:3][CH:2]=1, predict the reactants needed to synthesize it. The reactants are: [C:1]1([CH2:7][CH2:8][CH2:9][CH2:10][O:11][CH2:12][CH2:13][CH:14]=[O:15])[CH:6]=[CH:5][CH:4]=[CH:3][CH:2]=1.[CH2:16]([Mg]Br)[CH2:17][CH:18]=[CH2:19].C(O)(=O)C. (2) Given the product [O:1]1[CH2:5][CH2:4][CH2:3][CH:2]1[C:6]1[C:14]2[C:13]([C:15]3[CH:16]=[C:17]([CH:18]=[CH:19][CH:20]=3)[NH2:21])=[N:12][CH:11]=[N:10][C:9]=2[N:8]([CH2:24][O:25][CH2:26][CH2:27][Si:28]([CH3:31])([CH3:30])[CH3:29])[CH:7]=1, predict the reactants needed to synthesize it. The reactants are: [O:1]1[CH2:5][CH:4]=[CH:3][CH:2]1[C:6]1[C:14]2[C:13]([C:15]3[CH:20]=[CH:19][CH:18]=[C:17]([N+:21]([O-])=O)[CH:16]=3)=[N:12][CH:11]=[N:10][C:9]=2[N:8]([CH2:24][O:25][CH2:26][CH2:27][Si:28]([CH3:31])([CH3:30])[CH3:29])[CH:7]=1. (3) Given the product [CH3:26][O:27][C:28](=[O:47])[CH2:29][CH:30]([O:39][Si:40]([C:43]([CH3:46])([CH3:45])[CH3:44])([CH3:41])[CH3:42])[C:31]([CH3:37])([CH3:38])[C:32](=[O:36])[CH:33]([CH3:34])[CH:22]([OH:23])[CH:21]([CH3:24])[CH2:20][CH2:19][CH2:18][C:17]([CH3:25])=[CH:16][CH2:15][CH:5]([O:4][C:1](=[O:3])[CH3:2])[C:6]([CH3:14])=[CH:7][C:8]1[N:9]=[C:10]([CH3:13])[S:11][CH:12]=1, predict the reactants needed to synthesize it. The reactants are: [C:1]([O:4][CH:5]([CH2:15][CH:16]=[C:17]([CH3:25])[CH2:18][CH2:19][CH2:20][CH:21]([CH3:24])[CH:22]=[O:23])[C:6]([CH3:14])=[CH:7][C:8]1[N:9]=[C:10]([CH3:13])[S:11][CH:12]=1)(=[O:3])[CH3:2].[CH3:26][O:27][C:28](=[O:47])[CH2:29][C@H:30]([O:39][Si:40]([C:43]([CH3:46])([CH3:45])[CH3:44])([CH3:42])[CH3:41])[C:31]([CH3:38])([CH3:37])[C:32](=[O:36])[CH:33](Br)[CH3:34]. (4) Given the product [NH:1]1[C:5]2=[N:6][CH:7]=[CH:8][CH:9]=[C:4]2[C:3]([C:10]([O:12][CH3:13])=[O:11])=[N:2]1, predict the reactants needed to synthesize it. The reactants are: [NH:1]1[C:5]2=[N:6][CH:7]=[CH:8][CH:9]=[C:4]2[C:3]([C:10]([OH:12])=[O:11])=[N:2]1.[CH3:13]O. (5) Given the product [Br:1][C:2]1[C:3]([C:23]([CH3:31])([CH3:30])[O:24][SiH2:25][C:26]([CH3:29])([CH3:28])[CH3:27])=[C:4]([N:8]2[CH:17]=[CH:16][C:15]3[C:10](=[CH:11][CH:12]=[C:13]([CH:19]4[CH2:20][CH2:21]4)[CH:14]=3)[C:9]2=[O:22])[CH:5]=[CH:6][CH:7]=1, predict the reactants needed to synthesize it. The reactants are: [Br:1][C:2]1[C:3]([C:23]([CH3:31])([CH3:30])[O:24][SiH2:25][C:26]([CH3:29])([CH3:28])[CH3:27])=[C:4]([N:8]2[CH:17](O)[CH2:16][C:15]3[C:10](=[CH:11][CH:12]=[C:13]([CH:19]4[CH2:21][CH2:20]4)[CH:14]=3)[C:9]2=[O:22])[CH:5]=[CH:6][CH:7]=1.C(N(CC)CC)C.CS(Cl)(=O)=O. (6) Given the product [N:23]1([S:29]([C:32]2[CH:33]=[C:34]([NH:38][C:20]([C:19]3[CH:18]=[N:17][N:11]4[C:12]([CH:14]([F:16])[F:15])=[CH:13][C:8]([C:5]5[CH:6]=[CH:7][C:2]([Cl:1])=[CH:3][CH:4]=5)=[N:9][C:10]=34)=[O:22])[CH:35]=[CH:36][CH:37]=2)(=[O:31])=[O:30])[CH2:24][CH2:25][O:26][CH2:27][CH2:28]1, predict the reactants needed to synthesize it. The reactants are: [Cl:1][C:2]1[CH:7]=[CH:6][C:5]([C:8]2[CH:13]=[C:12]([CH:14]([F:16])[F:15])[N:11]3[N:17]=[CH:18][C:19]([C:20]([OH:22])=O)=[C:10]3[N:9]=2)=[CH:4][CH:3]=1.[N:23]1([S:29]([C:32]2[CH:33]=[C:34]([NH2:38])[CH:35]=[CH:36][CH:37]=2)(=[O:31])=[O:30])[CH2:28][CH2:27][O:26][CH2:25][CH2:24]1. (7) Given the product [F:33][C:12]1[CH:11]=[C:10]([CH2:34][CH2:35][CH2:36][OH:37])[CH:9]=[C:8]([F:7])[C:13]=1[O:14][CH2:15][C:16]1[C:20]([C:21]2[CH:22]=[N:23][C:24]([O:27][CH3:28])=[CH:25][CH:26]=2)=[CH:19][S:18][C:17]=1[C:29]([F:32])([F:31])[F:30], predict the reactants needed to synthesize it. The reactants are: [H-].[H-].[H-].[H-].[Li+].[Al+3].[F:7][C:8]1[CH:9]=[C:10]([CH2:34][CH2:35][C:36](OCC)=[O:37])[CH:11]=[C:12]([F:33])[C:13]=1[O:14][CH2:15][C:16]1[C:20]([C:21]2[CH:22]=[N:23][C:24]([O:27][CH3:28])=[CH:25][CH:26]=2)=[CH:19][S:18][C:17]=1[C:29]([F:32])([F:31])[F:30].